This data is from Forward reaction prediction with 1.9M reactions from USPTO patents (1976-2016). The task is: Predict the product of the given reaction. (1) The product is: [Cl:42][C:39]1[CH:40]=[CH:41][C:36]([NH:34][C:29]2[CH:30]=[CH:31][CH:32]=[CH:33][C:28]=2[C:14](=[C:11]2[CH2:12][CH2:13][NH:8][CH2:9][CH2:10]2)[C:15]2[CH:20]=[CH:19][C:18]([C:21]([N:23]([CH2:26][CH3:27])[CH2:24][CH3:25])=[O:22])=[CH:17][CH:16]=2)=[CH:37][CH:38]=1. Given the reactants CC(OC([N:8]1[CH2:13][CH2:12][C:11](=[C:14]([C:28]2[CH:33]=[CH:32][CH:31]=[CH:30][C:29]=2[NH2:34])[C:15]2[CH:20]=[CH:19][C:18]([C:21]([N:23]([CH2:26][CH3:27])[CH2:24][CH3:25])=[O:22])=[CH:17][CH:16]=2)[CH2:10][CH2:9]1)=O)(C)C.Br[C:36]1[CH:41]=[CH:40][C:39]([Cl:42])=[CH:38][CH:37]=1.CC([O-])(C)C.[Na+].C(O)(C(F)(F)F)=O, predict the reaction product. (2) Given the reactants Br[CH2:2]/[CH:3]=[CH:4]/[CH2:5][N:6]1[C:10]2[CH:11]=[CH:12][CH:13]=[CH:14][C:9]=2[N:8]([C:15]2[CH:20]=[CH:19][CH:18]=[CH:17][C:16]=2[F:21])[S:7]1(=[O:23])=[O:22].[CH3:24][NH:25][CH3:26].Cl, predict the reaction product. The product is: [F:21][C:16]1[CH:17]=[CH:18][CH:19]=[CH:20][C:15]=1[N:8]1[C:9]2[CH:14]=[CH:13][CH:12]=[CH:11][C:10]=2[N:6]([CH2:5]/[CH:4]=[CH:3]/[CH2:2][N:25]([CH3:26])[CH3:24])[S:7]1(=[O:23])=[O:22]. (3) Given the reactants [C:1]([O:5][C:6]([N:8]1[CH2:11][CH:10]([C:12]2[CH:13]=[C:14]3[C:18](=[CH:19][CH:20]=2)[NH:17][CH:16]=[CH:15]3)[CH2:9]1)=[O:7])([CH3:4])([CH3:3])[CH3:2].[H-].[Na+].[CH:23]([C:26]1[CH:31]=[CH:30][C:29]([S:32](Cl)(=[O:34])=[O:33])=[CH:28][CH:27]=1)([CH3:25])[CH3:24].O, predict the reaction product. The product is: [C:1]([O:5][C:6]([N:8]1[CH2:9][CH:10]([C:12]2[CH:13]=[C:14]3[C:18](=[CH:19][CH:20]=2)[N:17]([S:32]([C:29]2[CH:30]=[CH:31][C:26]([CH:23]([CH3:25])[CH3:24])=[CH:27][CH:28]=2)(=[O:34])=[O:33])[CH:16]=[CH:15]3)[CH2:11]1)=[O:7])([CH3:4])([CH3:2])[CH3:3]. (4) The product is: [CH:1]1([O:6][C:7]2[CH:12]=[CH:11][CH:10]=[CH:9][C:8]=2[C:13]2[C:14]3[C:15]4[CH2:26][CH2:25][NH:24][CH2:23][CH2:22][C:16]=4[NH:17][C:18]=3[CH:19]=[CH:20][CH:21]=2)[CH2:2][CH2:4][CH2:5]1. Given the reactants [CH:1]1([O:6][C:7]2[CH:12]=[CH:11][CH:10]=[CH:9][C:8]=2[C:13]2[C:14]3[CH:15]4[CH2:26][CH2:25][NH:24][CH2:23][CH2:22][CH:16]4[NH:17][C:18]=3[CH:19]=[CH:20][CH:21]=2)[CH2:5][CH2:4]C[CH2:2]1.C1(O)CCCC1, predict the reaction product. (5) Given the reactants [CH3:1][C@@H:2]1[CH2:6][C:5]2[C:7]([C:13]3[CH:18]=[CH:17][N:16]=[CH:15][CH:14]=3)=[C:8]([CH3:12])[CH:9]=[C:10]([NH2:11])[C:4]=2[O:3]1, predict the reaction product. The product is: [CH3:1][C@@H:2]1[CH2:6][C:5]2[C:7]([CH:13]3[CH2:18][CH2:17][NH:16][CH2:15][CH2:14]3)=[C:8]([CH3:12])[CH:9]=[C:10]([NH2:11])[C:4]=2[O:3]1. (6) Given the reactants Cl.[F:2][C:3]1[C:4]([C:26]([F:29])([F:28])[F:27])=[C:5]([CH:10]2[CH2:15][CH2:14][N:13]([C:16]([C:18]3[C:19]4[CH2:25][NH:24][CH2:23][C:20]=4[NH:21][N:22]=3)=[O:17])[CH2:12][CH2:11]2)[CH:6]=[CH:7][C:8]=1[F:9].O1CC(=O)C1.FC1[C:52]([C:58](F)(F)F)=[C:53]([CH:56]2CCN(C(C3[C:52]4[CH2:58]N(C5COC5)[CH2:56][C:53]=4NN=3)=O)CC2)C=CC=1F, predict the reaction product. The product is: [CH:53]1([CH2:56][N:24]2[CH2:25][C:19]3[C:18]([C:16]([N:13]4[CH2:14][CH2:15][CH:10]([C:5]5[CH:6]=[CH:7][C:8]([F:9])=[C:3]([F:2])[C:4]=5[C:26]([F:27])([F:28])[F:29])[CH2:11][CH2:12]4)=[O:17])=[N:22][NH:21][C:20]=3[CH2:23]2)[CH2:52][CH2:58]1. (7) Given the reactants [C:1](N1C=CN=C1)([N:3]1C=CN=C1)=O.[NH2:13][C:14]1[C:22]([F:23])=[CH:21][CH:20]=[CH:19][C:15]=1[C:16](O)=[O:17].CN, predict the reaction product. The product is: [NH2:13][C:14]1[C:22]([F:23])=[CH:21][CH:20]=[CH:19][C:15]=1[C:16]([NH:3][CH3:1])=[O:17]. (8) The product is: [CH2:1]([S:8][C:9]1[CH:10]=[C:11]2[C:16](=[CH:17][CH:18]=1)[CH:15]([C:19]1[CH:24]=[CH:23][C:22]([C:25]([F:28])([F:27])[F:26])=[CH:21][C:20]=1[O:29][CH3:30])[N:14]([C:38](=[O:40])[CH3:39])[CH2:13][CH2:12]2)[C:2]1[CH:7]=[CH:6][CH:5]=[CH:4][CH:3]=1. Given the reactants [CH2:1]([S:8][C:9]1[CH:10]=[C:11]2[C:16](=[CH:17][CH:18]=1)[CH:15]([C:19]1[CH:24]=[CH:23][C:22]([C:25]([F:28])([F:27])[F:26])=[CH:21][C:20]=1[O:29][CH3:30])[NH:14][CH2:13][CH2:12]2)[C:2]1[CH:7]=[CH:6][CH:5]=[CH:4][CH:3]=1.C(N(CC)CC)C.[C:38](OC(=O)C)(=[O:40])[CH3:39], predict the reaction product. (9) Given the reactants [CH2:1]1[C:11]2=[C:12]3[C:7](=[CH:8][CH:9]=[CH:10]2)[CH2:6][CH2:5][NH:4][CH:3]3[CH2:2]1.[ClH:13], predict the reaction product. The product is: [ClH:13].[CH2:1]1[C:11]2=[C:12]3[C:7](=[CH:8][CH:9]=[CH:10]2)[CH2:6][CH2:5][NH:4][CH:3]3[CH2:2]1.